The task is: Regression. Given a peptide amino acid sequence and an MHC pseudo amino acid sequence, predict their binding affinity value. This is MHC class I binding data.. This data is from Peptide-MHC class I binding affinity with 185,985 pairs from IEDB/IMGT. (1) The peptide sequence is LIAKSSSVI. The MHC is HLA-B15:03 with pseudo-sequence HLA-B15:03. The binding affinity (normalized) is 0.178. (2) The peptide sequence is SQMPPQKIM. The MHC is HLA-A68:02 with pseudo-sequence HLA-A68:02. The binding affinity (normalized) is 0.0847. (3) The peptide sequence is ETVWPFFYA. The MHC is HLA-A80:01 with pseudo-sequence HLA-A80:01. The binding affinity (normalized) is 0.0847. (4) The peptide sequence is ELGGGFGTL. The binding affinity (normalized) is 0.158. The MHC is HLA-A02:03 with pseudo-sequence HLA-A02:03. (5) The peptide sequence is NPTNISKCF. The MHC is HLA-B51:01 with pseudo-sequence HLA-B51:01. The binding affinity (normalized) is 0.200. (6) The binding affinity (normalized) is 0.182. The peptide sequence is ITFHGAKEIA. The MHC is HLA-A02:03 with pseudo-sequence HLA-A02:03.